Task: Predict the reactants needed to synthesize the given product.. Dataset: Full USPTO retrosynthesis dataset with 1.9M reactions from patents (1976-2016) (1) Given the product [F:26][C:2]([F:1])([F:25])[C:3]1[CH:4]=[C:5]([C:9]2[N:10]=[C:11]([CH2:14][N:15]3[CH:19]=[C:18]([C:20]([OH:22])=[O:21])[CH:17]=[N:16]3)[S:12][CH:13]=2)[CH:6]=[CH:7][CH:8]=1, predict the reactants needed to synthesize it. The reactants are: [F:1][C:2]([F:26])([F:25])[C:3]1[CH:4]=[C:5]([C:9]2[N:10]=[C:11]([CH2:14][N:15]3[CH:19]=[C:18]([C:20]([O:22]CC)=[O:21])[CH:17]=[N:16]3)[S:12][CH:13]=2)[CH:6]=[CH:7][CH:8]=1.C(O)C.[OH-].[Na+]. (2) Given the product [CH2:1]([O:3][C:4]1[CH:13]=[CH:12][C:11]2[C:6](=[CH:7][CH:8]=[CH:9][CH:10]=2)[C:5]=1[C:14]([N:28]1[CH2:29][CH2:30][C:31]2[N:32]([CH2:40][C:41]([O:43][CH2:44][CH3:45])=[O:42])[C:33]3[CH:34]=[CH:35][CH:36]=[CH:37][C:38]=3[C:39]=2[CH2:27]1)=[O:16])[CH3:2], predict the reactants needed to synthesize it. The reactants are: [CH2:1]([O:3][C:4]1[CH:13]=[CH:12][C:11]2[C:6](=[CH:7][CH:8]=[CH:9][CH:10]=2)[C:5]=1[C:14]([OH:16])=O)[CH3:2].CCN(C(C)C)C(C)C.Cl.[CH2:27]1[C:39]2[C:38]3[CH:37]=[CH:36][CH:35]=[CH:34][C:33]=3[N:32]([CH2:40][C:41]([O:43][CH2:44][CH3:45])=[O:42])[C:31]=2[CH2:30][CH2:29][NH:28]1. (3) Given the product [F:31][C:28]1[CH:27]=[CH:26][C:25]([C@H:20]2[C:19]3[CH:32]=[CH:33][CH:34]=[CH:35][C:18]=3[C:17]3[N:16]=[C:15]([NH:14][C:11]4[CH:12]=[CH:13][C:8]([CH2:7][CH2:6][N:36]5[CH2:41][CH2:40][CH2:39][CH2:38][CH2:37]5)=[CH:9][CH:10]=4)[N:24]=[CH:23][C:22]=3[CH2:21]2)=[CH:30][CH:29]=1, predict the reactants needed to synthesize it. The reactants are: CS(O[CH2:6][CH2:7][C:8]1[CH:13]=[CH:12][C:11]([NH:14][C:15]2[N:24]=[CH:23][C:22]3[CH2:21][C@@H:20]([C:25]4[CH:30]=[CH:29][C:28]([F:31])=[CH:27][CH:26]=4)[C:19]4[CH:32]=[CH:33][CH:34]=[CH:35][C:18]=4[C:17]=3[N:16]=2)=[CH:10][CH:9]=1)(=O)=O.[NH:36]1[CH2:41][CH2:40][CH2:39][CH2:38][CH2:37]1. (4) Given the product [NH2:8][C:16]1[C:17]([CH3:24])=[C:18]([OH:23])[CH:19]=[CH:20][C:21]=1[F:22], predict the reactants needed to synthesize it. The reactants are: C(OC([N:8]([C:16]1[C:21]([F:22])=[CH:20][CH:19]=[C:18]([OH:23])[C:17]=1[CH3:24])C(=O)OC(C)(C)C)=O)(C)(C)C.C(O)(C(F)(F)F)=O. (5) Given the product [CH3:1][C:2]1[CH:7]=[C:6]([CH3:8])[N:5]=[C:4]([O:9][C@@H:10]([C@@:13]2([C:30]3[CH:31]=[CH:32][CH:33]=[CH:34][CH:35]=3)[NH:12][CH2:18][C:17](=[O:19])[N:16]([CH2:20][C:21]3[NH:25][N:24]=[N:23][N:22]=3)[C:15]3[CH:26]=[CH:27][CH:28]=[CH:29][C:14]2=3)[C:11]([OH:36])=[O:37])[N:3]=1, predict the reactants needed to synthesize it. The reactants are: [CH3:1][C:2]1[CH:7]=[C:6]([CH3:8])[N:5]=[C:4]([O:9][C@H:10]2[C@:13]3([C:30]4[CH:35]=[CH:34][CH:33]=[CH:32][CH:31]=4)[C:14]4[CH:29]=[CH:28][CH:27]=[CH:26][C:15]=4[N:16]([CH2:20][C:21]4[NH:25][N:24]=[N:23][N:22]=4)[C:17](=[O:19])[CH2:18][N:12]3[C:11]2=[O:36])[N:3]=1.[OH:37][Li].O. (6) Given the product [Cl:1][C:2]1[C:7]([O:8][CH3:9])=[CH:6][C:5]([O:10][CH3:11])=[CH:4][C:3]=1[C:12]1[C:23](=[O:24])[N:22]([CH2:25][CH2:26][C:27]2[N:32]=[CH:31][C:30]([NH:33][C:34](=[O:40])[O:35][C:36]([CH3:37])([CH3:39])[CH3:38])=[CH:29][CH:28]=2)[C:15]2[N:16]=[C:17]([S:20]([CH3:21])=[O:49])[N:18]=[CH:19][C:14]=2[CH:13]=1, predict the reactants needed to synthesize it. The reactants are: [Cl:1][C:2]1[C:7]([O:8][CH3:9])=[CH:6][C:5]([O:10][CH3:11])=[CH:4][C:3]=1[C:12]1[C:23](=[O:24])[N:22]([CH2:25][CH2:26][C:27]2[N:32]=[CH:31][C:30]([NH:33][C:34](=[O:40])[O:35][C:36]([CH3:39])([CH3:38])[CH3:37])=[CH:29][CH:28]=2)[C:15]2[N:16]=[C:17]([S:20][CH3:21])[N:18]=[CH:19][C:14]=2[CH:13]=1.C1C=C(Cl)C=C(C(OO)=[O:49])C=1.[O-]S([O-])(=S)=O.[Na+].[Na+]. (7) Given the product [Cl:21][C:22]1[CH:23]=[C:24]([C:25]2[O:15][N:14]=[C:13]([CH2:12][N:8]3[C:9]4[C:5](=[C:4]([C:17]([F:19])([F:20])[F:18])[C:3]([C:1]#[N:2])=[CH:11][CH:10]=4)[CH:6]=[CH:7]3)[N:16]=2)[CH:28]=[C:29]([F:32])[C:30]=1[F:31], predict the reactants needed to synthesize it. The reactants are: [C:1]([C:3]1[C:4]([C:17]([F:20])([F:19])[F:18])=[C:5]2[C:9](=[CH:10][CH:11]=1)[N:8]([CH2:12][C:13](=[NH:16])[NH:14][OH:15])[CH:7]=[CH:6]2)#[N:2].[Cl:21][C:22]1[CH:23]=[C:24]([CH:28]=[C:29]([F:32])[C:30]=1[F:31])[C:25](O)=O. (8) Given the product [CH3:13][N:4]1[CH:3]=[C:2]([C:24]2[CH:25]=[C:20]([NH:19][S:16]([CH2:14][CH3:15])(=[O:17])=[O:18])[CH:21]=[CH:22][CH:23]=2)[C:11]2[C:6](=[CH:7][CH:8]=[N:9][CH:10]=2)[C:5]1=[O:12], predict the reactants needed to synthesize it. The reactants are: Cl[C:2]1[C:11]2[C:6](=[CH:7][CH:8]=[N:9][CH:10]=2)[C:5](=[O:12])[N:4]([CH3:13])[CH:3]=1.[CH2:14]([S:16]([NH:19][C:20]1[CH:21]=[C:22](B(O)O)[CH:23]=[CH:24][CH:25]=1)(=[O:18])=[O:17])[CH3:15].[O-]P([O-])([O-])=O.[K+].[K+].[K+]. (9) Given the product [O:1]=[C:2]1[N:8]([CH:9]2[CH2:10][CH2:11][N:12]([C:15]([O:17][C@H:18]([CH2:19][C:20]3[CH:21]=[N:22][C:23]([NH2:27])=[C:24]([CH3:26])[CH:25]=3)[C:28]([N:45]3[CH2:44][CH2:43][CH:42]([N:39]4[CH2:38][CH2:37][N:36]([CH3:35])[CH2:41][CH2:40]4)[CH2:47][CH2:46]3)=[O:30])=[O:16])[CH2:13][CH2:14]2)[CH2:7][CH2:6][C:34]2[CH:33]=[CH:32][CH:31]=[CH:5][C:4]=2[NH:3]1, predict the reactants needed to synthesize it. The reactants are: [O:1]=[C:2]1[N:8]([CH:9]2[CH2:14][CH2:13][N:12]([C:15]([O:17][C@@H:18]([C:28]([OH:30])=O)[CH2:19][C:20]3[CH:21]=[N:22][C:23]([NH2:27])=[C:24]([CH3:26])[CH:25]=3)=[O:16])[CH2:11][CH2:10]2)[CH2:7][CH2:6][C:5]2[CH:31]=[CH:32][CH:33]=[CH:34][C:4]=2[NH:3]1.[CH3:35][N:36]1[CH2:41][CH2:40][N:39]([CH:42]2[CH2:47][CH2:46][NH:45][CH2:44][CH2:43]2)[CH2:38][CH2:37]1. (10) Given the product [F:15][C:16]1[CH:21]=[C:20]([F:22])[CH:19]=[CH:18][C:17]=1[N:23]1[CH2:24][CH2:25][N:26]([S:11]([C:2]2[CH:3]=[CH:4][C:5]3[C:10](=[CH:9][CH:8]=[CH:7][CH:6]=3)[CH:1]=2)(=[O:13])=[O:12])[CH2:27][CH2:28]1, predict the reactants needed to synthesize it. The reactants are: [CH:1]1[C:10]2[C:5](=[CH:6][CH:7]=[CH:8][CH:9]=2)[CH:4]=[CH:3][C:2]=1[S:11](Cl)(=[O:13])=[O:12].[F:15][C:16]1[CH:21]=[C:20]([F:22])[CH:19]=[CH:18][C:17]=1[N:23]1[CH2:28][CH2:27][NH:26][CH2:25][CH2:24]1.C(N(C(C)C)CC)(C)C.